The task is: Predict which catalyst facilitates the given reaction.. This data is from Catalyst prediction with 721,799 reactions and 888 catalyst types from USPTO. (1) Reactant: [C:1]1([CH2:7][CH2:8][CH2:9][CH2:10][PH:11](=[O:13])[OH:12])[CH:6]=[CH:5][CH:4]=[CH:3][CH:2]=1.CCN(C(C)C)C(C)C.C[Si](Cl)(C)C.[CH3:28][O:29][C:30](=[O:47])[C:31]([C:33]1[CH:38]=[CH:37][CH:36]=[C:35]([NH:39][C:40]([O:42][C:43]([CH3:46])([CH3:45])[CH3:44])=[O:41])[CH:34]=1)=[CH2:32]. Product: [CH3:28][O:29][C:30](=[O:47])[CH:31]([C:33]1[CH:38]=[CH:37][CH:36]=[C:35]([NH:39][C:40]([O:42][C:43]([CH3:46])([CH3:45])[CH3:44])=[O:41])[CH:34]=1)[CH2:32][P:11]([CH2:10][CH2:9][CH2:8][CH2:7][C:1]1[CH:6]=[CH:5][CH:4]=[CH:3][CH:2]=1)([OH:12])=[O:13]. The catalyst class is: 2. (2) Reactant: [CH3:1][O:2][C:3]([C:5]1[CH:10]=[CH:9][CH:8]=[CH:7][C:6]=1[S:11][CH2:12][C:13]1[N:18]=[CH:17][C:16]([C:19]([O:21][CH3:22])=[O:20])=[CH:15][CH:14]=1)=[O:4].[BH3-]C#N.[Na+]. Product: [CH3:1][O:2][C:3]([C:5]1[CH:10]=[CH:9][CH:8]=[CH:7][C:6]=1[S:11][CH2:12][C@@H:13]1[NH:18][CH2:17][C@@H:16]([C:19]([O:21][CH3:22])=[O:20])[CH2:15][CH2:14]1)=[O:4]. The catalyst class is: 15. (3) Reactant: [CH:1]([C:3]1[NH:4][C:5]([CH3:8])=[CH:6][CH:7]=1)=O.[CH2:9]([O:16][C:17]1[CH2:21][NH:20][C:19](=[O:22])[CH:18]=1)[C:10]1[CH:15]=[CH:14][CH:13]=[CH:12][CH:11]=1. Product: [CH2:9]([O:16][C:17]1[C:21](=[CH:1][C:3]2[NH:4][C:5]([CH3:8])=[CH:6][CH:7]=2)[NH:20][C:19](=[O:22])[CH:18]=1)[C:10]1[CH:11]=[CH:12][CH:13]=[CH:14][CH:15]=1. The catalyst class is: 16. (4) Reactant: [CH3:1][OH:2].[Li+].[OH-:4].Cl.[CH2:6]1[CH2:10]O[CH2:8][CH2:7]1. Product: [CH2:7]([C:6]1[CH:10]=[C:8](/[CH:10]=[CH:6]/[C:7]2[CH:8]=[CH:7][CH:6]=[CH:10][CH:8]=2)[CH:7]=[CH:6][C:10]=1[C:1]([OH:4])=[O:2])[CH3:8]. The catalyst class is: 6. (5) Reactant: Br[CH2:2][CH2:3][OH:4].Cl[S:6]([N:9]=[C:10]=[O:11])(=[O:8])=[O:7].[CH2:12]([C:14]1[CH:15]=[C:16]([CH:18]=[CH:19][CH:20]=1)[NH2:17])[CH3:13].C(N(CC)CC)C. Product: [CH2:12]([C:14]1[CH:15]=[C:16]([NH:17][S:6]([N:9]2[CH2:2][CH2:3][O:4][C:10]2=[O:11])(=[O:8])=[O:7])[CH:18]=[CH:19][CH:20]=1)[CH3:13]. The catalyst class is: 4.